Dataset: Catalyst prediction with 721,799 reactions and 888 catalyst types from USPTO. Task: Predict which catalyst facilitates the given reaction. (1) Product: [ClH:1].[CH3:8][O:9][C:10]1[CH:11]=[CH:12][C:13]([CH2:14][CH2:15][N:16]2[CH2:21][CH2:20][CH2:19][CH2:18][C@@H:17]2[CH2:22][N:23]2[C:29]3[CH:30]=[CH:31][CH:32]=[CH:33][C:28]=3[CH2:27][O:26][C:25]3[CH:34]=[CH:35][CH:36]=[CH:37][C:24]2=3)=[CH:38][CH:39]=1. The catalyst class is: 4. Reactant: [ClH:1].C(OCC)(=O)C.[CH3:8][O:9][C:10]1[CH:39]=[CH:38][C:13]([CH2:14][CH2:15][N:16]2[CH2:21][CH2:20][CH2:19][CH2:18][C@@H:17]2[CH2:22][N:23]2[C:29]3[CH:30]=[CH:31][CH:32]=[CH:33][C:28]=3[CH2:27][O:26][C:25]3[CH:34]=[CH:35][CH:36]=[CH:37][C:24]2=3)=[CH:12][CH:11]=1. (2) Reactant: [NH2:1][C:2]1[C:3]2[CH:10]=[CH:9][N:8]([C@@H:11]3[O:26][C@H:25]([CH2:27][O:28]CC4C=CC(Cl)=CC=4Cl)[C@@H:14]([O:15]CC4C=CC(Cl)=CC=4Cl)[C@@:12]3([CH2:38][OH:39])[OH:13])[C:4]=2[N:5]=[CH:6][N:7]=1. Product: [NH2:1][C:2]1[C:3]2[CH:10]=[CH:9][N:8]([C@H:11]3[O:26][C@H:25]([CH2:27][OH:28])[C@@H:14]([OH:15])[C@@:12]3([CH2:38][OH:39])[OH:13])[C:4]=2[N:5]=[CH:6][N:7]=1. The catalyst class is: 886. (3) Reactant: [CH3:1][O:2][CH2:3][CH2:4][C:5]1[N:6]([CH2:18][CH2:19][O:20][CH2:21][CH2:22][N:23]([CH3:31])[C:24](=[O:30])[O:25][C:26]([CH3:29])([CH3:28])[CH3:27])[C:7]2[C:16]3[CH:15]=[CH:14][CH:13]=[CH:12][C:11]=3[N:10]=[CH:9][C:8]=2[N:17]=1.C1C=C(Cl)C=C(C(OO)=[O:40])C=1.C([O-])(O)=O.[Na+]. Product: [CH3:1][O:2][CH2:3][CH2:4][C:5]1[N:6]([CH2:18][CH2:19][O:20][CH2:21][CH2:22][N:23]([CH3:31])[C:24](=[O:30])[O:25][C:26]([CH3:27])([CH3:28])[CH3:29])[C:7]2[C:16]3[CH:15]=[CH:14][CH:13]=[CH:12][C:11]=3[N+:10]([O-:40])=[CH:9][C:8]=2[N:17]=1. The catalyst class is: 2. (4) Reactant: [F:1][C:2]1[CH:7]=[CH:6][C:5]([S:8]([N:11]2[C:20]3[C:15](=[CH:16][C:17]([C:21]([OH:30])([C:26]([F:29])([F:28])[F:27])[C:22]([F:25])([F:24])[F:23])=[CH:18][CH:19]=3)[CH2:14][CH2:13][C@H:12]2[CH2:31][C:32]([NH:34][NH:35][C:36](=[O:49])[CH2:37][C:38]([NH:41]C(=O)OC(C)(C)C)([CH3:40])[CH3:39])=O)(=[O:10])=[O:9])=[CH:4][CH:3]=1.CCN(C(C)C)C(C)C.S(Cl)(C1C=CC(C)=CC=1)(=O)=O.C(O)(C(F)(F)F)=O. Product: [NH2:41][C:38]([CH3:40])([CH3:39])[CH2:37][C:36]1[O:49][C:32]([CH2:31][C@@H:12]2[CH2:13][CH2:14][C:15]3[C:20](=[CH:19][CH:18]=[C:17]([C:21]([OH:30])([C:26]([F:27])([F:28])[F:29])[C:22]([F:23])([F:24])[F:25])[CH:16]=3)[N:11]2[S:8]([C:5]2[CH:6]=[CH:7][C:2]([F:1])=[CH:3][CH:4]=2)(=[O:10])=[O:9])=[N:34][N:35]=1. The catalyst class is: 124. (5) Reactant: [CH3:1][O:2][C:3]1[CH:8]=[CH:7][C:6]([NH:9][C:10]2[CH:15]=[CH:14][N:13]=[CH:12][C:11]=2[N+:16]([O-])=O)=[C:5]([CH3:19])[CH:4]=1.[H][H]. Product: [CH3:1][O:2][C:3]1[CH:8]=[CH:7][C:6]([NH:9][C:10]2[CH:15]=[CH:14][N:13]=[CH:12][C:11]=2[NH2:16])=[C:5]([CH3:19])[CH:4]=1. The catalyst class is: 43. (6) The catalyst class is: 5. Product: [CH2:1]([C:7]1[CH:8]=[CH:9][C:10]([C:13]2[C:18]([C:19]3[CH:24]=[CH:23][CH:22]=[CH:21][CH:20]=3)=[CH:17][C:16]([CH2:25][NH:27][CH2:28][CH2:29][CH2:30][P:31](=[O:32])([OH:34])[OH:33])=[CH:15][CH:14]=2)=[N:11][CH:12]=1)[CH2:2][CH2:3][CH2:4][CH2:5][CH3:6]. Reactant: [CH2:1]([C:7]1[CH:8]=[CH:9][C:10]([C:13]2[C:18]([C:19]3[CH:24]=[CH:23][CH:22]=[CH:21][CH:20]=3)=[CH:17][C:16]([CH:25]=O)=[CH:15][CH:14]=2)=[N:11][CH:12]=1)[CH2:2][CH2:3][CH2:4][CH2:5][CH3:6].[NH2:27][CH2:28][CH2:29][CH2:30][P:31](=[O:34])([OH:33])[OH:32].[OH-].C([N+](CCCC)(CCCC)CCCC)CCC.C([BH3-])#N.[Na+]. (7) Reactant: [OH:1][C:2]1[CH:11]=[CH:10][C:5]([C:6]([O:8][CH3:9])=[O:7])=[CH:4][C:3]=1[C:12]#[C:13][Si](C)(C)C. Product: [O:1]1[C:2]2[CH:11]=[CH:10][C:5]([C:6]([O:8][CH3:9])=[O:7])=[CH:4][C:3]=2[CH:12]=[CH:13]1. The catalyst class is: 5. (8) Reactant: Br[CH2:2][C:3](=O)[CH2:4][CH2:5][CH2:6][N:7]1[C:15](=[O:16])[C:14]2[C:9](=[CH:10][CH:11]=[CH:12][CH:13]=2)[C:8]1=[O:17].[C:19]([NH2:27])(=[NH:26])[C:20]1[CH:25]=[CH:24][CH:23]=[CH:22][CH:21]=1.C(=O)([O-])[O-].[K+].[K+]. Product: [C:20]1([C:19]2[NH:26][CH:2]=[C:3]([CH2:4][CH2:5][CH2:6][N:7]3[C:15](=[O:16])[C:14]4[C:9](=[CH:10][CH:11]=[CH:12][CH:13]=4)[C:8]3=[O:17])[N:27]=2)[CH:25]=[CH:24][CH:23]=[CH:22][CH:21]=1. The catalyst class is: 3.